Dataset: Peptide-MHC class II binding affinity with 134,281 pairs from IEDB. Task: Regression. Given a peptide amino acid sequence and an MHC pseudo amino acid sequence, predict their binding affinity value. This is MHC class II binding data. (1) The peptide sequence is GVTCGPGHGISVGSL. The MHC is DRB1_0901 with pseudo-sequence DRB1_0901. The binding affinity (normalized) is 0.225. (2) The peptide sequence is GSDPKKLVLNIKYTRPGDSL. The MHC is HLA-DQA10501-DQB10201 with pseudo-sequence HLA-DQA10501-DQB10201. The binding affinity (normalized) is 0.351. (3) The peptide sequence is FRILSSISLALVNSM. The MHC is DRB1_0405 with pseudo-sequence DRB1_0405. The binding affinity (normalized) is 0.614. (4) The peptide sequence is SEQGEFKLLSEEKVP. The MHC is HLA-DQA10201-DQB10402 with pseudo-sequence HLA-DQA10201-DQB10402. The binding affinity (normalized) is 0. (5) The peptide sequence is NVDAMSQCVSGSEGN. The MHC is DRB1_0101 with pseudo-sequence DRB1_0101. The binding affinity (normalized) is 0. (6) The binding affinity (normalized) is 0. The peptide sequence is TTAYFLYQQQGRLDK. The MHC is DRB1_1302 with pseudo-sequence DRB1_1302.